This data is from Reaction yield outcomes from USPTO patents with 853,638 reactions. The task is: Predict the reaction yield, written as a fraction of the theoretical maximum amount of product (1.0 means a 100% yield; for example, 0.34 means a 34% yield). The reactants are [CH:1]([N:4]1[CH2:9][CH2:8][CH:7]([O:10][C:11]2[CH:19]=[CH:18][C:17]3[N:16]4[C@H:20]([CH3:25])[CH2:21][NH:22][C:23](=[O:24])[C:15]4=[CH:14][C:13]=3[CH:12]=2)[CH2:6][CH2:5]1)([CH3:3])[CH3:2].[H-].[Na+].Br[CH2:29][CH2:30][O:31][Si:32]([C:35]([CH3:38])([CH3:37])[CH3:36])([CH3:34])[CH3:33]. No catalyst specified. The product is [C:35]([Si:32]([CH3:34])([CH3:33])[O:31][CH2:30][CH2:29][N:22]1[CH2:21][C@@H:20]([CH3:25])[N:16]2[C:17]3[CH:18]=[CH:19][C:11]([O:10][CH:7]4[CH2:8][CH2:9][N:4]([CH:1]([CH3:3])[CH3:2])[CH2:5][CH2:6]4)=[CH:12][C:13]=3[CH:14]=[C:15]2[C:23]1=[O:24])([CH3:38])([CH3:37])[CH3:36]. The yield is 0.500.